This data is from Catalyst prediction with 721,799 reactions and 888 catalyst types from USPTO. The task is: Predict which catalyst facilitates the given reaction. (1) Reactant: [NH2:1][C:2]1[C:11]2[C:6](=[CH:7][CH:8]=[CH:9][CH:10]=2)[CH:5]=[CH:4][C:3]=1[SH:12].[CH2:13](OS([O-])(=O)=O)[CH2:14]CCCCCCCCCC.[Na+].C(OC(=O)C)(=O)C. Product: [CH3:13][C:14]1[S:12][C:3]2[CH:4]=[CH:5][C:6]3[C:11](=[CH:10][CH:9]=[CH:8][CH:7]=3)[C:2]=2[N:1]=1. The catalyst class is: 6. (2) Reactant: N12CCCN=C1CCCCC2.[O:12]=[C:13]1[CH2:19][CH:18](S(C2C=CC=CC=2)(=O)=O)[C:17]2[CH:29]=[C:30]([C:33]([O:35][CH3:36])=[O:34])[CH:31]=[CH:32][C:16]=2[O:15][CH2:14]1.O.Cl. Product: [O:12]=[C:13]1[CH:19]=[CH:18][C:17]2[CH:29]=[C:30]([C:33]([O:35][CH3:36])=[O:34])[CH:31]=[CH:32][C:16]=2[O:15][CH2:14]1. The catalyst class is: 4. (3) Reactant: [CH2:1]([N:8]1[CH2:14][CH:13]([C:15](=O)[CH3:16])[C:10]2([CH2:12][CH2:11]2)[CH2:9]1)[C:2]1[CH:7]=[CH:6][CH:5]=[CH:4][CH:3]=1.Cl.[NH2:19][OH:20]. Product: [CH2:1]([N:8]1[CH2:14][CH:13]([C:15](=[N:19][OH:20])[CH3:16])[C:10]2([CH2:12][CH2:11]2)[CH2:9]1)[C:2]1[CH:7]=[CH:6][CH:5]=[CH:4][CH:3]=1. The catalyst class is: 300. (4) Reactant: C(N(C(C)C)CC)(C)C.[C:10]([CH2:12][C:13]([O:15][CH2:16][CH3:17])=[O:14])#[N:11].Br[CH:19]([CH3:29])[C:20]([C:22]1[C:23]([F:28])=[N:24][CH:25]=[CH:26][CH:27]=1)=[O:21]. Product: [C:10]([CH:12]([CH:19]([CH3:29])[C:20]([C:22]1[C:23]([F:28])=[N:24][CH:25]=[CH:26][CH:27]=1)=[O:21])[C:13]([O:15][CH2:16][CH3:17])=[O:14])#[N:11]. The catalyst class is: 7. (5) The catalyst class is: 3. Product: [Cl:17][C:16]1[C:11]([N:5]2[CH:6]=[CH:7][C:3]([C:2]([F:9])([F:8])[F:1])=[N:4]2)=[N:12][CH:13]=[CH:14][CH:15]=1. Reactant: [F:1][C:2]([F:9])([F:8])[C:3]1[CH:7]=[CH:6][NH:5][N:4]=1.Cl[C:11]1[C:16]([Cl:17])=[CH:15][CH:14]=[CH:13][N:12]=1.C(=O)([O-])[O-].[K+].[K+].